This data is from NCI-60 drug combinations with 297,098 pairs across 59 cell lines. The task is: Regression. Given two drug SMILES strings and cell line genomic features, predict the synergy score measuring deviation from expected non-interaction effect. (1) Drug 1: CC(CN1CC(=O)NC(=O)C1)N2CC(=O)NC(=O)C2. Drug 2: CC(C1=C(C=CC(=C1Cl)F)Cl)OC2=C(N=CC(=C2)C3=CN(N=C3)C4CCNCC4)N. Cell line: SK-MEL-28. Synergy scores: CSS=6.71, Synergy_ZIP=-1.47, Synergy_Bliss=0.0483, Synergy_Loewe=-4.31, Synergy_HSA=-3.67. (2) Synergy scores: CSS=8.65, Synergy_ZIP=-6.55, Synergy_Bliss=0.00369, Synergy_Loewe=-4.81, Synergy_HSA=-0.319. Cell line: NCIH23. Drug 1: C1CCC(CC1)NC(=O)N(CCCl)N=O. Drug 2: N.N.Cl[Pt+2]Cl. (3) Drug 1: C1CC(=O)NC(=O)C1N2CC3=C(C2=O)C=CC=C3N. Drug 2: COC1=CC(=CC(=C1O)OC)C2C3C(COC3=O)C(C4=CC5=C(C=C24)OCO5)OC6C(C(C7C(O6)COC(O7)C8=CC=CS8)O)O. Cell line: HCC-2998. Synergy scores: CSS=22.8, Synergy_ZIP=-0.486, Synergy_Bliss=-2.29, Synergy_Loewe=-51.2, Synergy_HSA=-2.60. (4) Drug 1: CC1=C2C(C(=O)C3(C(CC4C(C3C(C(C2(C)C)(CC1OC(=O)C(C(C5=CC=CC=C5)NC(=O)OC(C)(C)C)O)O)OC(=O)C6=CC=CC=C6)(CO4)OC(=O)C)O)C)O. Drug 2: COCCOC1=C(C=C2C(=C1)C(=NC=N2)NC3=CC=CC(=C3)C#C)OCCOC.Cl. Cell line: IGROV1. Synergy scores: CSS=20.2, Synergy_ZIP=0.428, Synergy_Bliss=3.72, Synergy_Loewe=3.29, Synergy_HSA=3.64. (5) Drug 1: C1C(C(OC1N2C=NC3=C(N=C(N=C32)Cl)N)CO)O. Drug 2: CCC1(CC2CC(C3=C(CCN(C2)C1)C4=CC=CC=C4N3)(C5=C(C=C6C(=C5)C78CCN9C7C(C=CC9)(C(C(C8N6C)(C(=O)OC)O)OC(=O)C)CC)OC)C(=O)OC)O.OS(=O)(=O)O. Cell line: SF-539. Synergy scores: CSS=16.3, Synergy_ZIP=-4.50, Synergy_Bliss=-5.20, Synergy_Loewe=-32.1, Synergy_HSA=-2.44. (6) Drug 1: CC12CCC3C(C1CCC2=O)CC(=C)C4=CC(=O)C=CC34C. Drug 2: CC1CCC2CC(C(=CC=CC=CC(CC(C(=O)C(C(C(=CC(C(=O)CC(OC(=O)C3CCCCN3C(=O)C(=O)C1(O2)O)C(C)CC4CCC(C(C4)OC)O)C)C)O)OC)C)C)C)OC. Cell line: SK-MEL-5. Synergy scores: CSS=29.4, Synergy_ZIP=-1.89, Synergy_Bliss=-0.772, Synergy_Loewe=-3.16, Synergy_HSA=1.56. (7) Cell line: UO-31. Synergy scores: CSS=24.7, Synergy_ZIP=-5.43, Synergy_Bliss=5.03, Synergy_Loewe=-10.5, Synergy_HSA=3.65. Drug 1: CN1CCC(CC1)COC2=C(C=C3C(=C2)N=CN=C3NC4=C(C=C(C=C4)Br)F)OC. Drug 2: C1CC(=O)NC(=O)C1N2C(=O)C3=CC=CC=C3C2=O. (8) Drug 1: CC1=C(C(CCC1)(C)C)C=CC(=CC=CC(=CC(=O)O)C)C. Drug 2: C1CN1C2=NC(=NC(=N2)N3CC3)N4CC4. Cell line: RXF 393. Synergy scores: CSS=15.5, Synergy_ZIP=-2.72, Synergy_Bliss=1.98, Synergy_Loewe=-5.83, Synergy_HSA=1.16.